From a dataset of Full USPTO retrosynthesis dataset with 1.9M reactions from patents (1976-2016). Predict the reactants needed to synthesize the given product. Given the product [Si:1]([O:18][CH:19]1[CH2:22][N:21]([C:23]2[S:24][CH:25]=[C:26]([CH:28]=[O:29])[N:27]=2)[CH2:20]1)([C:14]([CH3:17])([CH3:16])[CH3:15])([C:2]1[CH:3]=[CH:4][CH:5]=[CH:6][CH:7]=1)[C:8]1[CH:13]=[CH:12][CH:11]=[CH:10][CH:9]=1, predict the reactants needed to synthesize it. The reactants are: [Si:1]([O:18][CH:19]1[CH2:22][N:21]([C:23]2[S:24][CH:25]=[C:26]([CH2:28][OH:29])[N:27]=2)[CH2:20]1)([C:14]([CH3:17])([CH3:16])[CH3:15])([C:8]1[CH:13]=[CH:12][CH:11]=[CH:10][CH:9]=1)[C:2]1[CH:7]=[CH:6][CH:5]=[CH:4][CH:3]=1.